This data is from NCI-60 drug combinations with 297,098 pairs across 59 cell lines. The task is: Regression. Given two drug SMILES strings and cell line genomic features, predict the synergy score measuring deviation from expected non-interaction effect. (1) Synergy scores: CSS=4.38, Synergy_ZIP=4.97, Synergy_Bliss=7.27, Synergy_Loewe=4.07, Synergy_HSA=3.29. Cell line: CAKI-1. Drug 1: CC1=CC2C(CCC3(C2CCC3(C(=O)C)OC(=O)C)C)C4(C1=CC(=O)CC4)C. Drug 2: C1=CC=C(C(=C1)C(C2=CC=C(C=C2)Cl)C(Cl)Cl)Cl. (2) Drug 1: CCCCCOC(=O)NC1=NC(=O)N(C=C1F)C2C(C(C(O2)C)O)O. Synergy scores: CSS=-8.48, Synergy_ZIP=6.66, Synergy_Bliss=4.51, Synergy_Loewe=-3.01, Synergy_HSA=-3.25. Cell line: PC-3. Drug 2: C1CN(P(=O)(OC1)NCCCl)CCCl. (3) Drug 1: C1C(C(OC1N2C=C(C(=O)NC2=O)F)CO)O. Drug 2: CC(C)NC(=O)C1=CC=C(C=C1)CNNC.Cl. Cell line: SK-OV-3. Synergy scores: CSS=7.97, Synergy_ZIP=-2.01, Synergy_Bliss=0.878, Synergy_Loewe=-11.0, Synergy_HSA=0.561. (4) Synergy scores: CSS=60.5, Synergy_ZIP=-6.52, Synergy_Bliss=-12.5, Synergy_Loewe=-12.8, Synergy_HSA=-9.26. Cell line: SR. Drug 1: C1=C(C(=O)NC(=O)N1)N(CCCl)CCCl. Drug 2: C1CCC(C(C1)N)N.C(=O)(C(=O)[O-])[O-].[Pt+4]. (5) Drug 1: CN(C)N=NC1=C(NC=N1)C(=O)N. Drug 2: CC(C)NC(=O)C1=CC=C(C=C1)CNNC.Cl. Cell line: SN12C. Synergy scores: CSS=22.3, Synergy_ZIP=8.15, Synergy_Bliss=9.68, Synergy_Loewe=7.91, Synergy_HSA=9.31. (6) Drug 1: C1=CN(C=N1)CC(O)(P(=O)(O)O)P(=O)(O)O. Drug 2: C1C(C(OC1N2C=NC3=C2NC=NCC3O)CO)O. Cell line: TK-10. Synergy scores: CSS=-4.86, Synergy_ZIP=1.96, Synergy_Bliss=0.104, Synergy_Loewe=-3.62, Synergy_HSA=-2.95. (7) Drug 2: C1=C(C(=O)NC(=O)N1)N(CCCl)CCCl. Synergy scores: CSS=34.9, Synergy_ZIP=-8.42, Synergy_Bliss=1.91, Synergy_Loewe=3.20, Synergy_HSA=4.92. Drug 1: CC12CCC3C(C1CCC2=O)CC(=C)C4=CC(=O)C=CC34C. Cell line: SNB-75.